This data is from Retrosynthesis with 50K atom-mapped reactions and 10 reaction types from USPTO. The task is: Predict the reactants needed to synthesize the given product. Given the product C[C@H](O)C(=O)N1CCN(Cc2cc3nc(-c4cnc(N)nc4)nc(N4CCOCC4)c3s2)CC1, predict the reactants needed to synthesize it. The reactants are: CC1(C)OB(c2cnc(N)nc2)OC1(C)C.C[C@H](O)C(=O)N1CCN(Cc2cc3nc(Cl)nc(N4CCOCC4)c3s2)CC1.